Dataset: Full USPTO retrosynthesis dataset with 1.9M reactions from patents (1976-2016). Task: Predict the reactants needed to synthesize the given product. (1) Given the product [CH2:1]([N:3]([CH:38]1[CH2:43][CH2:42][O:41][CH2:40][CH2:39]1)[C:4]1[C:5]([CH3:37])=[C:6]([CH:22]=[C:23]([C:25]2[CH:26]=[N:27][C:28]([N:31]3[CH2:36][CH2:35][N:34]([CH:48]4[CH2:49][CH2:50][N:45]([CH3:44])[CH2:46][CH2:47]4)[CH2:33][CH2:32]3)=[CH:29][CH:30]=2)[CH:24]=1)[C:7]([NH:9][CH2:10][C:11]1[C:12](=[O:21])[NH:13][C:14]([CH3:20])=[CH:15][C:16]=1[CH:17]([CH3:19])[CH3:18])=[O:8])[CH3:2], predict the reactants needed to synthesize it. The reactants are: [CH2:1]([N:3]([CH:38]1[CH2:43][CH2:42][O:41][CH2:40][CH2:39]1)[C:4]1[C:5]([CH3:37])=[C:6]([CH:22]=[C:23]([C:25]2[CH:26]=[N:27][C:28]([N:31]3[CH2:36][CH2:35][NH:34][CH2:33][CH2:32]3)=[CH:29][CH:30]=2)[CH:24]=1)[C:7]([NH:9][CH2:10][C:11]1[C:12](=[O:21])[NH:13][C:14]([CH3:20])=[CH:15][C:16]=1[CH:17]([CH3:19])[CH3:18])=[O:8])[CH3:2].[CH3:44][N:45]1[CH2:50][CH2:49][C:48](=O)[CH2:47][CH2:46]1.C(O)(=O)C.C(O[BH-](OC(=O)C)OC(=O)C)(=O)C.[Na+]. (2) Given the product [CH2:1]([C:4]1[C:13]([CH3:14])=[C:12]2[C:7]([C:8]([CH3:16])([CH3:17])[CH2:9][C:10](=[O:15])[O:11]2)=[C:6]([CH3:18])[C:5]=1[O:19][CH2:29][O:30][CH3:31])[CH:2]=[CH2:3], predict the reactants needed to synthesize it. The reactants are: [CH2:1]([C:4]1[C:13]([CH3:14])=[C:12]2[C:7]([C:8]([CH3:17])([CH3:16])[CH2:9][C:10](=[O:15])[O:11]2)=[C:6]([CH3:18])[C:5]=1[OH:19])[CH:2]=[CH2:3].CCN(C(C)C)C(C)C.[CH3:29][O:30][CH2:31]Cl. (3) Given the product [NH2:31][C:10]1[C:9]([N+:18]([O-:20])=[O:19])=[C:8]2[C:13](=[C:12]([O:14][CH3:15])[C:11]=1[F:16])[N:4]([CH:1]1[CH2:3][CH2:2]1)[CH:5]=[C:6]([C:22]([O:24][CH2:25][CH3:26])=[O:23])[C:7]2=[O:21], predict the reactants needed to synthesize it. The reactants are: [CH:1]1([N:4]2[C:13]3[C:8](=[C:9]([N+:18]([O-:20])=[O:19])[C:10](F)=[C:11]([F:16])[C:12]=3[O:14][CH3:15])[C:7](=[O:21])[C:6]([C:22]([O:24][CH2:25][CH3:26])=[O:23])=[CH:5]2)[CH2:3][CH2:2]1.C(=O)([O-])[O-].[NH4+:31].[NH4+]. (4) Given the product [O:1]=[C:2]([CH2:9][CH:10]([S:17][C:14]1[CH:15]=[CH:16][C:11]([CH3:18])=[CH:12][CH:13]=1)[S:17][C:14]1[CH:15]=[CH:16][C:11]([CH3:18])=[CH:12][CH:13]=1)[CH2:3][CH2:4][CH2:5][C:6]([OH:8])=[O:7], predict the reactants needed to synthesize it. The reactants are: [O:1]=[C:2]([C:9]#[CH:10])[CH2:3][CH2:4][CH2:5][C:6]([OH:8])=[O:7].[C:11]1([CH3:18])[CH:16]=[CH:15][C:14]([SH:17])=[CH:13][CH:12]=1.